The task is: Predict the product of the given reaction.. This data is from Forward reaction prediction with 1.9M reactions from USPTO patents (1976-2016). Given the reactants [CH3:1][O:2][C:3]1[CH:25]=[CH:24][C:6]2[CH2:7][CH2:8][C:9]3[NH:10][C:11]4[CH2:12][CH2:13][C:14]5[CH:21]=[CH:20][C:19]([O:22][CH3:23])=[CH:18][C:15]=5[C:16]=4[C:17]=3[C:5]=2[CH:4]=1, predict the reaction product. The product is: [CH3:23][O:22][C:19]1[CH:20]=[CH:21][C:14]2[CH:13]=[CH:12][C:11]3[NH:10][C:9]4[CH:8]=[CH:7][C:6]5[CH:24]=[CH:25][C:3]([O:2][CH3:1])=[CH:4][C:5]=5[C:17]=4[C:16]=3[C:15]=2[CH:18]=1.